From a dataset of Full USPTO retrosynthesis dataset with 1.9M reactions from patents (1976-2016). Predict the reactants needed to synthesize the given product. (1) Given the product [F:8][C:3]1[CH:4]=[CH:5][CH:6]=[CH:7][C:2]=1[CH:12]([C:11]1[CH:14]=[CH:15][CH:16]=[CH:17][C:10]=1[F:9])[OH:13], predict the reactants needed to synthesize it. The reactants are: Br[C:2]1[CH:7]=[CH:6][CH:5]=[CH:4][C:3]=1[F:8].[F:9][C:10]1[CH:17]=[CH:16][CH:15]=[CH:14][C:11]=1[CH:12]=[O:13].[Li]CCCC. (2) Given the product [NH2:1][N:7]1[CH:11]=[CH:10][CH:9]=[C:8]1[C:12]([O:14][CH2:15][CH3:16])=[O:13], predict the reactants needed to synthesize it. The reactants are: [NH4+:1].[Cl-].[OH-].[Na+].[NH4+].[OH-].[NH:7]1[CH:11]=[CH:10][CH:9]=[C:8]1[C:12]([O:14][CH2:15][CH3:16])=[O:13].[O-]Cl.[Na+]. (3) Given the product [F:10][C:9]([F:12])([F:11])[C:7]1[CH:6]=[C:5]([C@H:13]([N:15]([CH3:40])[C:16]([N:18]2[CH2:31][CH2:30][C@@:21]3([NH:25][CH:24]([C:26]([NH2:45])=[O:28])[CH2:23][CH2:22]3)[CH2:20][C@@H:19]2[C:32]2[CH:37]=[CH:36][C:35]([F:38])=[CH:34][C:33]=2[CH3:39])=[O:17])[CH3:14])[CH:4]=[C:3]([C:2]([F:1])([F:41])[F:42])[CH:8]=1, predict the reactants needed to synthesize it. The reactants are: [F:1][C:2]([F:42])([F:41])[C:3]1[CH:4]=[C:5]([C@H:13]([N:15]([CH3:40])[C:16]([N:18]2[CH2:31][CH2:30][C@@:21]3([NH:25][CH:24]([C:26]([O:28]C)=O)[CH2:23][CH2:22]3)[CH2:20][C@@H:19]2[C:32]2[CH:37]=[CH:36][C:35]([F:38])=[CH:34][C:33]=2[CH3:39])=[O:17])[CH3:14])[CH:6]=[C:7]([C:9]([F:12])([F:11])[F:10])[CH:8]=1.CO.[NH3:45].